Dataset: Retrosynthesis with 50K atom-mapped reactions and 10 reaction types from USPTO. Task: Predict the reactants needed to synthesize the given product. (1) Given the product O=c1cc(Nc2ccc(I)cc2F)c([N+](=O)[O-])c[nH]1, predict the reactants needed to synthesize it. The reactants are: Nc1ccc(I)cc1F.O=c1cc(Cl)c([N+](=O)[O-])c[nH]1. (2) Given the product CNC(=O)C(NC(=O)C(NC(=O)OC(C)(C)C)C(C)(C)C)C1CCCCC1, predict the reactants needed to synthesize it. The reactants are: CN.COC(=O)C(NC(=O)C(NC(=O)OC(C)(C)C)C(C)(C)C)C1CCCCC1. (3) The reactants are: CCOC(=O)Cc1cccc(Oc2ccc(B3OC(C)(C)C(C)(C)O3)cc2CN2C(=O)O[C@H](c3ccccc3)[C@@H]2C)c1.Cc1nc(Br)cn1C. Given the product CCOC(=O)Cc1cccc(Oc2ccc(-c3cn(C)c(C)n3)cc2CN2C(=O)O[C@H](c3ccccc3)[C@@H]2C)c1, predict the reactants needed to synthesize it. (4) Given the product C#Cc1cn(-c2c(Cl)cc(C(F)(F)F)cc2Cl)nc1C, predict the reactants needed to synthesize it. The reactants are: Cc1nn(-c2c(Cl)cc(C(F)(F)F)cc2Cl)cc1C#C[Si](C)(C)C. (5) Given the product NNC(=O)c1ccc(CNC(=O)c2ccc(Cl)cc2)cc1, predict the reactants needed to synthesize it. The reactants are: COC(=O)c1ccc(CNC(=O)c2ccc(Cl)cc2)cc1.NN. (6) Given the product CCN(CCN1CCc2[nH]cc(C)c2C1=O)C(=O)OC(C)(C)C, predict the reactants needed to synthesize it. The reactants are: CC(C)(C)OC(=O)OC(=O)OC(C)(C)C.CCNCCN1CCc2[nH]cc(C)c2C1=O.